Task: Predict the reactants needed to synthesize the given product.. Dataset: Full USPTO retrosynthesis dataset with 1.9M reactions from patents (1976-2016) Given the product [CH:1]1([N:6]2[CH2:11][CH2:10][N:9]([C:12]([C:14]3[CH:15]=[C:16]4[C:20](=[CH:21][CH:22]=3)[NH:19][C:18]([C:23]([N:32]3[CH2:38][CH2:39][CH2:40][CH2:35][CH2:36]3)=[O:25])=[CH:17]4)=[O:13])[CH2:8][CH2:7]2)[CH2:2][CH2:3][CH2:4][CH2:5]1, predict the reactants needed to synthesize it. The reactants are: [CH:1]1([N:6]2[CH2:11][CH2:10][N:9]([C:12]([C:14]3[CH:15]=[C:16]4[C:20](=[CH:21][CH:22]=3)[NH:19][C:18]([C:23]([OH:25])=O)=[CH:17]4)=[O:13])[CH2:8][CH2:7]2)[CH2:5][CH2:4][CH2:3][CH2:2]1.Cl.F[B-](F)(F)F.[N:32]1(OC(N(C)C)=[N+](C)C)[C:36]2C=[CH:38][CH:39]=[CH:40][C:35]=2N=N1.N1CCCCC1.C(N(CC)C(C)C)(C)C.